Dataset: Full USPTO retrosynthesis dataset with 1.9M reactions from patents (1976-2016). Task: Predict the reactants needed to synthesize the given product. (1) Given the product [C:27]([O:30][C@H:31]([C:34]#[C:35][C:36]#[C:37][C@H:38]([NH:48][C:5](=[O:7])[C:4]1[CH:8]=[C:9]([Cl:11])[CH:10]=[C:2]([Cl:1])[CH:3]=1)[CH2:39][CH2:40][CH2:41][CH2:42][CH2:43][CH2:44][CH2:45][CH2:46][CH3:47])[CH:32]=[CH2:33])(=[O:29])[CH3:28], predict the reactants needed to synthesize it. The reactants are: [Cl:1][C:2]1[CH:3]=[C:4]([CH:8]=[C:9]([Cl:11])[CH:10]=1)[C:5]([OH:7])=O.C1CCC(N=C=NC2CCCCC2)CC1.[C:27]([O:30][C@H:31]([C:34]#[C:35][C:36]#[C:37][C@H:38]([NH2:48])[CH2:39][CH2:40][CH2:41][CH2:42][CH2:43][CH2:44][CH2:45][CH2:46][CH3:47])[CH:32]=[CH2:33])(=[O:29])[CH3:28]. (2) Given the product [CH:37]1([N:34]2[C:35]3[C:30](=[CH:29][C:28]([F:44])=[C:27]([N:21]4[CH2:20][CH2:19][N:18]([C:15]5[CH:16]=[CH:17][C:12]([N:8]6[CH2:7][C@@H:6]([CH:5]([CH3:45])[NH:4][C:3]([SH:2])=[S:25])[O:10][C:9]6=[O:11])=[CH:13][C:14]=5[F:24])[CH2:23][CH2:22]4)[N:36]=3)[C:31](=[O:43])[C:32]([C:40]([OH:42])=[O:41])=[CH:33]2)[CH2:39][CH2:38]1, predict the reactants needed to synthesize it. The reactants are: C[S:2][C:3](=[S:25])[NH:4][CH2:5][C@@H:6]1[O:10][C:9](=[O:11])[N:8]([C:12]2[CH:17]=[CH:16][C:15]([N:18]3[CH2:23][CH2:22][NH:21][CH2:20][CH2:19]3)=[C:14]([F:24])[CH:13]=2)[CH2:7]1.Cl[C:27]1[N:36]=[C:35]2[C:30]([C:31](=[O:43])[C:32]([C:40]([OH:42])=[O:41])=[CH:33][N:34]2[CH:37]2[CH2:39][CH2:38]2)=[CH:29][C:28]=1[F:44].[CH3:45][Si](C)(C)Cl. (3) Given the product [Br:46][C:27]1[CH:28]=[C:29]([C:33]([F:45])([C:41]([F:44])([F:42])[F:43])[C:34]([F:39])([F:40])[C:35]([F:36])([F:37])[F:38])[CH:30]=[C:31]([Cl:32])[C:26]=1[NH:25][C:23]([C:22]1[C:21]([O:50][CH3:51])=[C:20]([NH:19][C:4](=[O:6])[C:3]2[C:7]([F:12])=[CH:8][C:9]([F:11])=[CH:10][C:2]=2[F:1])[CH:49]=[CH:48][CH:47]=1)=[O:24], predict the reactants needed to synthesize it. The reactants are: [F:1][C:2]1[CH:10]=[C:9]([F:11])[CH:8]=[C:7]([F:12])[C:3]=1[C:4]([OH:6])=O.C(Cl)(=O)C(Cl)=O.[NH2:19][C:20]1[C:21]([O:50][CH3:51])=[C:22]([CH:47]=[CH:48][CH:49]=1)[C:23]([NH:25][C:26]1[C:31]([Cl:32])=[CH:30][C:29]([C:33]([F:45])([C:41]([F:44])([F:43])[F:42])[C:34]([F:40])([F:39])[C:35]([F:38])([F:37])[F:36])=[CH:28][C:27]=1[Br:46])=[O:24].N1C=CC=CC=1.C(=O)([O-])O.[Na+].